Dataset: Catalyst prediction with 721,799 reactions and 888 catalyst types from USPTO. Task: Predict which catalyst facilitates the given reaction. (1) Reactant: [Cl:1][C:2]1[C:7]([CH3:8])=[CH:6][C:5]([B:9]([OH:11])[OH:10])=[C:4]([O:12]C)[CH:3]=1.B(Br)(Br)Br. Product: [Cl:1][C:2]1[C:7]([CH3:8])=[CH:6][C:5]([B:9]([OH:10])[OH:11])=[C:4]([OH:12])[CH:3]=1. The catalyst class is: 2. (2) Reactant: [F:1][CH:2]([F:13])[CH:3]1[CH2:6][C:5]([CH3:12])([C:7]([O:9]CC)=[O:8])[CH2:4]1.[OH-].[Na+]. Product: [F:1][CH:2]([F:13])[CH:3]1[CH2:4][C:5]([CH3:12])([C:7]([OH:9])=[O:8])[CH2:6]1. The catalyst class is: 20.